From a dataset of Full USPTO retrosynthesis dataset with 1.9M reactions from patents (1976-2016). Predict the reactants needed to synthesize the given product. Given the product [CH3:15][C:5]1[CH:6]=[C:7]([C:11]([CH3:13])([CH3:12])[CH3:14])[CH:8]=[C:9]([CH3:10])[C:4]=1[NH2:1], predict the reactants needed to synthesize it. The reactants are: [N+:1]([C:4]1[C:9]([CH3:10])=[CH:8][C:7]([C:11]([CH3:14])([CH3:13])[CH3:12])=[CH:6][C:5]=1[CH3:15])([O-])=O.[Cl-].[Cl-].[Ca+2].